Dataset: Peptide-MHC class II binding affinity with 134,281 pairs from IEDB. Task: Regression. Given a peptide amino acid sequence and an MHC pseudo amino acid sequence, predict their binding affinity value. This is MHC class II binding data. (1) The peptide sequence is VATLSEALRIIAGTL. The MHC is DRB1_0301 with pseudo-sequence DRB1_0301. The binding affinity (normalized) is 0.174. (2) The peptide sequence is KKTLRLPKMLETEIV. The MHC is HLA-DQA10101-DQB10501 with pseudo-sequence HLA-DQA10101-DQB10501. The binding affinity (normalized) is 0.101. (3) The peptide sequence is LGHDGTVWAQSADFP. The MHC is HLA-DPA10301-DPB10402 with pseudo-sequence HLA-DPA10301-DPB10402. The binding affinity (normalized) is 0.